This data is from Catalyst prediction with 721,799 reactions and 888 catalyst types from USPTO. The task is: Predict which catalyst facilitates the given reaction. (1) Reactant: [C:9](O[C:9]([O:11][C:12]([CH3:15])([CH3:14])[CH3:13])=[O:10])([O:11][C:12]([CH3:15])([CH3:14])[CH3:13])=[O:10].[CH2:16]([NH:18][C:19]([S:21][CH2:22][C@@H:23]([C:25]([OH:27])=[O:26])[NH2:24])=[O:20])[CH3:17].C(N(C(C)C)CC)(C)C.[Cl-].[Na+].Cl. Product: [C:12]([O:11][C:9]([NH:24][C@H:23]([C:25]([OH:27])=[O:26])[CH2:22][S:21][C:19](=[O:20])[NH:18][CH2:16][CH3:17])=[O:10])([CH3:13])([CH3:14])[CH3:15]. The catalyst class is: 16. (2) Reactant: Cl[CH2:2][C:3]1[N:4]=[C:5]([C:8]2[NH:9][C:10]3[C:15]([CH:16]=2)=[CH:14][C:13]([O:17][C:18]([F:21])([F:20])[F:19])=[CH:12][CH:11]=3)[O:6][CH:7]=1.[Na+].[Br:23][C:24]1[CH:29]=[CH:28][C:27]([S:30]([O-:32])=[O:31])=[CH:26][CH:25]=1. Product: [Br:23][C:24]1[CH:29]=[CH:28][C:27]([S:30]([CH2:2][C:3]2[N:4]=[C:5]([C:8]3[NH:9][C:10]4[C:15]([CH:16]=3)=[CH:14][C:13]([O:17][C:18]([F:21])([F:20])[F:19])=[CH:12][CH:11]=4)[O:6][CH:7]=2)(=[O:32])=[O:31])=[CH:26][CH:25]=1. The catalyst class is: 9. (3) Reactant: C(Cl)CCl.[Cl:5][C:6]1[CH:7]=[CH:8][C:9]([CH:21]([NH:26][C:27]2[CH:32]=[CH:31][C:30]([O:33][CH3:34])=[CH:29][CH:28]=2)[C:22]([F:25])([F:24])[F:23])=[C:10]([CH:20]=1)[CH2:11][NH:12][C:13](=[O:19])[C@@H:14]1[CH2:18][CH2:17][CH2:16][NH:15]1.[C:35](O)(=[O:44])[C@@H:36]([CH:38]1[CH2:43][CH2:42][CH2:41][CH2:40][CH2:39]1)[OH:37].C1C=NC2N(O)N=NC=2C=1. Product: [Cl:5][C:6]1[CH:7]=[CH:8][C:9]([CH:21]([NH:26][C:27]2[CH:32]=[CH:31][C:30]([O:33][CH3:34])=[CH:29][CH:28]=2)[C:22]([F:25])([F:24])[F:23])=[C:10]([CH:20]=1)[CH2:11][NH:12][C:13](=[O:19])[C@@H:14]1[CH2:18][CH2:17][CH2:16][N:15]1[C:35](=[O:44])[C@@H:36]([CH:38]1[CH2:43][CH2:42][CH2:41][CH2:40][CH2:39]1)[OH:37]. The catalyst class is: 3. (4) Reactant: C([O:3][C:4]([C:6]1[S:20][C:9]2[CH2:10][CH2:11][N:12]([C:15]([O:17][CH2:18][CH3:19])=[O:16])[CH2:13][CH2:14][C:8]=2[C:7]=1[O:21][CH3:22])=O)C.[Li+].[Cl-].[Li+].[BH4-]. Product: [CH2:18]([O:17][C:15]([N:12]1[CH2:13][CH2:14][C:8]2[C:7]([O:21][CH3:22])=[C:6]([CH2:4][OH:3])[S:20][C:9]=2[CH2:10][CH2:11]1)=[O:16])[CH3:19]. The catalyst class is: 1. (5) Reactant: C(OC([N:8]1[CH2:13][CH2:12][N:11]([C:14]2[C:19]([C:20]([O:22][CH3:23])=[O:21])=[CH:18][N:17]=[C:16]3[N:24](C(OC(C)(C)C)=O)[CH:25]=[CH:26][C:15]=23)[CH2:10][CH2:9]1)=O)(C)(C)C.C(O)(C(F)(F)F)=O. Product: [N:11]1([C:14]2[C:19]([C:20]([O:22][CH3:23])=[O:21])=[CH:18][N:17]=[C:16]3[NH:24][CH:25]=[CH:26][C:15]=23)[CH2:10][CH2:9][NH:8][CH2:13][CH2:12]1. The catalyst class is: 2. (6) Reactant: [CH3:1][O:2][C:3](=[O:20])[CH:4]=[CH:5][C:6]1[CH:11]=[CH:10][C:9]([O:12][CH2:13][CH2:14][CH2:15][CH2:16][CH2:17][CH2:18][OH:19])=[CH:8][CH:7]=1.C(N(CC)CC)C.[C:28](Cl)(=[O:32])[C:29]([CH3:31])=[CH2:30]. Product: [CH3:1][O:2][C:3]([CH:4]=[CH:5][C:6]1[CH:11]=[CH:10][C:9]([O:12][CH2:13][CH2:14][CH2:15][CH2:16][CH2:17][CH2:18][O:19][C:28](=[O:32])[C:29]([CH3:31])=[CH2:30])=[CH:8][CH:7]=1)=[O:20]. The catalyst class is: 4. (7) The catalyst class is: 1. Reactant: [Cl:1][C:2]1[CH:11]=[CH:10][C:9]([F:12])=[CH:8][C:3]=1[C:4](OC)=[O:5].[BH4-].[Na+].CO.O. Product: [Cl:1][C:2]1[CH:11]=[CH:10][C:9]([F:12])=[CH:8][C:3]=1[CH2:4][OH:5]. (8) Reactant: [CH3:1][C:2]1([CH3:26])[C:11]2[C:6](=[CH:7][CH:8]=[C:9]([C:12]([O:14][CH2:15][CH3:16])=[O:13])[CH:10]=2)[NH:5][CH:4]([C:17]2[CH:22]=[CH:21][CH:20]=[CH:19][C:18]=2[N+:23]([O-])=O)[CH2:3]1.[Cl-].[NH4+]. Product: [NH2:23][C:18]1[CH:19]=[CH:20][CH:21]=[CH:22][C:17]=1[CH:4]1[CH2:3][C:2]([CH3:1])([CH3:26])[C:11]2[C:6](=[CH:7][CH:8]=[C:9]([C:12]([O:14][CH2:15][CH3:16])=[O:13])[CH:10]=2)[NH:5]1. The catalyst class is: 186. (9) Reactant: [H-].[Na+].C(OP([CH2:11][C:12]([O:14][CH2:15][CH3:16])=[O:13])(OCC)=O)C.[F:17][C:18]1[CH:27]=[CH:26][CH:25]=[C:24]2[C:19]=1[CH2:20][CH2:21][CH2:22][C:23]2=O. Product: [F:17][C:18]1[CH:27]=[CH:26][CH:25]=[C:24]2[C:19]=1[CH2:20][CH2:21][CH:22]=[C:23]2[CH2:11][C:12]([O:14][CH2:15][CH3:16])=[O:13]. The catalyst class is: 11.